This data is from Reaction yield outcomes from USPTO patents with 853,638 reactions. The task is: Predict the reaction yield, written as a fraction of the theoretical maximum amount of product (1.0 means a 100% yield; for example, 0.34 means a 34% yield). (1) The reactants are [CH2:1]([CH:3]([CH2:21][CH2:22][CH2:23][CH3:24])[CH2:4][O:5][C:6]1[CH:7]=[C:8]([N:12]2[C:17]([CH3:18])=[CH:16][C:15](=O)[CH:14]=[C:13]2[CH3:20])[CH:9]=[CH:10][CH:11]=1)[CH3:2].[C:25]([C:27]1[C:28](=[C:35]([C:38]#[N:39])[C:36]#[N:37])[O:29][C:30]([CH3:34])([CH3:33])[C:31]=1[CH3:32])#[N:26].C(OC(=O)C)(=O)C. The catalyst is O. The product is [C:25]([CH:27]1[C:31](=[C:32]=[C:15]2[CH:16]=[C:17]([CH3:18])[N:12]([C:8]3[CH:9]=[CH:10][CH:11]=[C:6]([O:5][CH2:4][CH:3]([CH2:1][CH3:2])[CH2:21][CH2:22][CH2:23][CH3:24])[CH:7]=3)[C:13]([CH3:20])=[CH:14]2)[C:30]([CH3:34])([CH3:33])[O:29][C:28]1=[C:35]([C:36]#[N:37])[C:38]#[N:39])#[N:26]. The yield is 0.180. (2) The reactants are [N:1]1([C:7]([O:9][CH2:10][C:11]2[CH:16]=[CH:15][CH:14]=[CH:13][CH:12]=2)=[O:8])[CH2:6][CH2:5][NH:4][CH2:3][CH2:2]1.[CH:17]1([C:20](O)=[O:21])[CH2:19][CH2:18]1.Cl.C(N=C=NCCCN(C)C)C.ON1C2C=CC=CC=2N=N1.C(N(CC)CC)C. The catalyst is CN(C)C=O.O. The product is [CH:17]1([C:20]([N:4]2[CH2:5][CH2:6][N:1]([C:7]([O:9][CH2:10][C:11]3[CH:16]=[CH:15][CH:14]=[CH:13][CH:12]=3)=[O:8])[CH2:2][CH2:3]2)=[O:21])[CH2:19][CH2:18]1. The yield is 0.931. (3) The reactants are [Cl:1][C:2]1[CH:8]=[C:7]([S:9]([CH3:12])(=[O:11])=[O:10])[CH:6]=[C:5](I)[C:3]=1[NH2:4].[CH3:14][Si:15]([C:18]#[CH:19])([CH3:17])[CH3:16]. The catalyst is Cl[Pd](Cl)([P](C1C=CC=CC=1)(C1C=CC=CC=1)C1C=CC=CC=1)[P](C1C=CC=CC=1)(C1C=CC=CC=1)C1C=CC=CC=1.[Cu]I.C(N(CC)CC)C. The product is [Cl:1][C:2]1[CH:8]=[C:7]([S:9]([CH3:12])(=[O:11])=[O:10])[CH:6]=[C:5]([C:19]#[C:18][Si:15]([CH3:17])([CH3:16])[CH3:14])[C:3]=1[NH2:4]. The yield is 0.780. (4) The reactants are Cl.[CH:2]1([NH:5][NH2:6])[CH2:4][CH2:3]1.[Cl:7][C:8]1[N:13]=[C:12](Cl)[C:11]([CH:15]=O)=[C:10]([Cl:17])[N:9]=1.CCN(CC)CC.CCOC(C)=O. The catalyst is CCO. The product is [Cl:17][C:10]1[N:9]=[C:8]([Cl:7])[N:13]=[C:12]2[N:5]([CH:2]3[CH2:4][CH2:3]3)[N:6]=[CH:15][C:11]=12. The yield is 0.480. (5) The reactants are [OH:1][C:2]1[CH:9]=[C:8]([Br:10])[CH:7]=[CH:6][C:3]=1[CH:4]=O.[NH2:11][C:12]1[CH:17]=[CH:16][CH:15]=[CH:14][CH:13]=1. The catalyst is C(O)(C)C. The product is [Br:10][C:8]1[CH:7]=[CH:6][C:3](/[CH:4]=[N:11]/[C:12]2[CH:17]=[CH:16][CH:15]=[CH:14][CH:13]=2)=[C:2]([OH:1])[CH:9]=1. The yield is 0.440. (6) The reactants are N1C=CC=CC=1.[CH:7]1([C:11](Cl)=[O:12])[CH2:10][CH2:9][CH2:8]1.[C:16]1(=[O:17])[O:18][C:19]([CH3:19])([CH3:15])[O:18][C:16](=[O:17])[CH2:15]1.CO. The catalyst is C(Cl)Cl. The product is [CH:7]1([C:11](=[O:12])[CH2:15][C:16]([O:18][CH3:19])=[O:17])[CH2:10][CH2:9][CH2:8]1. The yield is 0.880. (7) The reactants are [F:1][C:2]1[CH:7]=[CH:6][C:5]([N:8]=[N:9][C:10]2[CH:15]=[C:14]([O:16][CH3:17])[CH:13]=[C:12]([CH2:18][OH:19])[C:11]=2[OH:20])=[C:4]([N+:21]([O-])=O)[CH:3]=1.[OH-].[Na+].C(S(O)=O)(N)=N.Cl. The catalyst is O.C(O)C. The product is [F:1][C:2]1[CH:7]=[CH:6][C:5]2=[N:8][N:9]([C:10]3[CH:15]=[C:14]([O:16][CH3:17])[CH:13]=[C:12]([CH2:18][OH:19])[C:11]=3[OH:20])[N:21]=[C:4]2[CH:3]=1. The yield is 0.300. (8) The reactants are [CH3:1][C@H:2]1[C:10]2[C:9]([N:11]3[CH2:16][CH2:15][N:14]([C:17]([O:19][C:20]([CH3:23])([CH3:22])[CH3:21])=[O:18])[CH2:13][CH2:12]3)=[N:8][CH:7]=[N:6][C:5]=2[C:4](=[O:24])[CH2:3]1.C[Li].[CH2:27](OCC)C. The catalyst is C1COCC1. The product is [OH:24][C:4]1([CH3:27])[C:5]2[N:6]=[CH:7][N:8]=[C:9]([N:11]3[CH2:16][CH2:15][N:14]([C:17]([O:19][C:20]([CH3:23])([CH3:22])[CH3:21])=[O:18])[CH2:13][CH2:12]3)[C:10]=2[C@H:2]([CH3:1])[CH2:3]1. The yield is 0.690. (9) The reactants are C([Li])CCC.C1(C)C=CC(S([CH:15]([N+:23]#[C-:24])[C:16]2[CH:21]=[CH:20][C:19]([F:22])=[CH:18][CH:17]=2)(=O)=O)=CC=1.[Br-].[Li+].[N:28]1[CH:33]=[CH:32][C:31]([CH:34]=[CH:35][C:36]([O:38][CH2:39][CH3:40])=[O:37])=[CH:30][CH:29]=1. The catalyst is CCCCCC.O1CCCC1. The product is [CH2:39]([O:38][C:36]([C:35]1[C:34]([C:31]2[CH:32]=[CH:33][N:28]=[CH:29][CH:30]=2)=[C:15]([C:16]2[CH:17]=[CH:18][C:19]([F:22])=[CH:20][CH:21]=2)[NH:23][CH:24]=1)=[O:37])[CH3:40]. The yield is 0.890. (10) The catalyst is ClCCl.CS(C)=O. The reactants are [CH2:1]([O:8][C@H:9]1[CH2:13][N:12]([C:14]([O:16][C:17]([CH3:20])([CH3:19])[CH3:18])=[O:15])[C@H:11]([CH2:21][OH:22])[CH2:10]1)[C:2]1[CH:7]=[CH:6][CH:5]=[CH:4][CH:3]=1.C(N(CC)CC)C.O. The product is [CH2:1]([O:8][C@H:9]1[CH2:13][N:12]([C:14]([O:16][C:17]([CH3:18])([CH3:19])[CH3:20])=[O:15])[C@H:11]([CH:21]=[O:22])[CH2:10]1)[C:2]1[CH:7]=[CH:6][CH:5]=[CH:4][CH:3]=1. The yield is 0.850.